This data is from Full USPTO retrosynthesis dataset with 1.9M reactions from patents (1976-2016). The task is: Predict the reactants needed to synthesize the given product. (1) Given the product [Cl:16][C:6]1[N:5]=[CH:4][N:3]=[C:2]([NH2:1])[C:7]=1[C:8]1[O:10][N:11]=[C:12]([CH3:13])[N:15]=1, predict the reactants needed to synthesize it. The reactants are: [NH2:1][C:2]1[C:7]([C:8]([O:10][N:11]=[C:12]([NH2:15])[CH2:13]C)=O)=[C:6]([Cl:16])[N:5]=[CH:4][N:3]=1.[N+](CCCC)(CCCC)(CCCC)CCCC.[F-]. (2) Given the product [N:1]1[CH:6]=[CH:5][C:4]([C:7]2[CH:16]=[CH:15][C:10]([C:11]([OH:13])=[O:12])=[CH:9][CH:8]=2)=[CH:3][CH:2]=1, predict the reactants needed to synthesize it. The reactants are: [N:1]1[CH:6]=[CH:5][C:4]([C:7]2[CH:16]=[CH:15][C:10]([C:11]([O:13]C)=[O:12])=[CH:9][CH:8]=2)=[CH:3][CH:2]=1.[OH-].[Li+]. (3) Given the product [N:1]1([CH2:13][CH2:12][OH:11])[C:9]2[C:4](=[CH:5][CH:6]=[CH:7][CH:8]=2)[CH:3]=[CH:2]1, predict the reactants needed to synthesize it. The reactants are: [NH:1]1[C:9]2[C:4](=[CH:5][CH:6]=[CH:7][CH:8]=2)[CH:3]=[CH:2]1.C1(=O)O[CH2:13][CH2:12][O:11]1.C([O-])([O-])=O.[K+].[K+]. (4) Given the product [C:12]([O:11][C:9]([N:1]1[CH2:6][CH2:5][CH2:4][C@H:3]([CH2:7][OH:8])[CH2:2]1)=[O:10])([CH3:15])([CH3:14])[CH3:13], predict the reactants needed to synthesize it. The reactants are: [NH:1]1[CH2:6][CH2:5][CH2:4][C@H:3]([CH2:7][OH:8])[CH2:2]1.[C:9](O[C:9]([O:11][C:12]([CH3:15])([CH3:14])[CH3:13])=[O:10])([O:11][C:12]([CH3:15])([CH3:14])[CH3:13])=[O:10]. (5) Given the product [Cl:27][C:28]1[CH:39]=[CH:38][C:31]([C:32]([C:13]2[CH:14]=[C:15]3[C:19](=[CH:20][CH:21]=2)[NH:18][C:17](=[O:22])[C:16]3([O:25][CH3:26])[O:23][CH3:24])=[O:33])=[CH:30][CH:29]=1, predict the reactants needed to synthesize it. The reactants are: [Li]CCCC.CCCCCC.Br[C:13]1[CH:14]=[C:15]2[C:19](=[CH:20][CH:21]=1)[NH:18][C:17](=[O:22])[C:16]2([O:25][CH3:26])[O:23][CH3:24].[Cl:27][C:28]1[CH:39]=[CH:38][C:31]([C:32](N(OC)C)=[O:33])=[CH:30][CH:29]=1. (6) Given the product [CH3:4][C:2]([S:5]([CH2:8][C:9]1[CH:10]=[CH:11][C:12]([CH2:13][NH2:14])=[CH:15][CH:16]=1)(=[O:7])=[O:6])([CH3:1])[CH3:3], predict the reactants needed to synthesize it. The reactants are: [CH3:1][C:2]([S:5]([CH2:8][C:9]1[CH:16]=[CH:15][C:12]([C:13]#[N:14])=[CH:11][CH:10]=1)(=[O:7])=[O:6])([CH3:4])[CH3:3]. (7) Given the product [OH:1][C@@:2]1([CH2:9][NH:10][C:11]([C:13]2[C:14]3[CH:15]=[CH:16][C:17]([N:37]4[CH2:38][CH2:39][C@H:35]([F:34])[CH2:36]4)=[N:18][C:19]=3[CH:20]=[CH:21][C:22]=2[Cl:23])=[O:12])[CH2:7][CH2:6][CH2:5][C@H:4]([CH3:8])[CH2:3]1, predict the reactants needed to synthesize it. The reactants are: [OH:1][C@@:2]1([CH2:9][NH:10][C:11]([C:13]2[C:14]3[CH:15]=[CH:16][C:17](Cl)=[N:18][C:19]=3[CH:20]=[CH:21][C:22]=2[Cl:23])=[O:12])[CH2:7][CH2:6][CH2:5][C@H:4]([CH3:8])[CH2:3]1.CCN(C(C)C)C(C)C.[F:34][C@H:35]1[CH2:39][CH2:38][NH:37][CH2:36]1. (8) Given the product [NH2:21][C:17]1[N:16]=[C:15]([N:7]2[C:6]3[CH:22]=[C:2]([C:32]#[C:31][C@:29]([C:26]4[CH:25]=[C:24]([CH3:23])[O:28][N:27]=4)([OH:33])[CH3:30])[CH:3]=[CH:4][C:5]=3[N:9]=[C:8]2[O:10][CH:11]2[CH2:14][O:13][CH2:12]2)[CH:20]=[CH:19][N:18]=1, predict the reactants needed to synthesize it. The reactants are: Br[C:2]1[CH:3]=[CH:4][C:5]2[N:9]=[C:8]([O:10][CH:11]3[CH2:14][O:13][CH2:12]3)[N:7]([C:15]3[CH:20]=[CH:19][N:18]=[C:17]([NH2:21])[N:16]=3)[C:6]=2[CH:22]=1.[CH3:23][C:24]1[O:28][N:27]=[C:26]([C@:29]([OH:33])([C:31]#[CH:32])[CH3:30])[CH:25]=1.